From a dataset of Reaction yield outcomes from USPTO patents with 853,638 reactions. Predict the reaction yield, written as a fraction of the theoretical maximum amount of product (1.0 means a 100% yield; for example, 0.34 means a 34% yield). (1) The reactants are [CH3:1][C:2]1[CH:3]=[C:4]([O:13][C:14]2[CH:19]=[CH:18][N:17]=[CH:16][C:15]=2[NH2:20])[N:5]([C:7]2[CH:12]=[CH:11][CH:10]=[CH:9][CH:8]=2)[N:6]=1.[F:21][C:22]([F:34])([F:33])[O:23][C:24]1[CH:29]=[CH:28][C:27]([N:30]=[C:31]=[O:32])=[CH:26][CH:25]=1.C(N(CC)CC)C. The catalyst is C1COCC1. The product is [CH3:1][C:2]1[CH:3]=[C:4]([O:13][C:14]2[CH:19]=[CH:18][N:17]=[CH:16][C:15]=2[NH:20][C:31]([NH:30][C:27]2[CH:28]=[CH:29][C:24]([O:23][C:22]([F:21])([F:33])[F:34])=[CH:25][CH:26]=2)=[O:32])[N:5]([C:7]2[CH:8]=[CH:9][CH:10]=[CH:11][CH:12]=2)[N:6]=1. The yield is 0.740. (2) The reactants are [NH2:1][C:2]1[C:3]2[N:4]([C:8]([C@@H:30]3[CH2:34][CH2:33][CH2:32][NH:31]3)=[N:9][C:10]=2[C:11]2[CH:29]=[CH:28][C:14]([C:15]([NH:17][C:18]3[CH:23]=[C:22]([C:24]([F:27])([F:26])[F:25])[CH:21]=[CH:20][N:19]=3)=[O:16])=[CH:13][CH:12]=2)[CH:5]=[CH:6][N:7]=1.[C:35](O)(=[O:39])[C:36]#[C:37][CH3:38]. No catalyst specified. The product is [NH2:1][C:2]1[C:3]2[N:4]([C:8]([C@@H:30]3[CH2:34][CH2:33][CH2:32][N:31]3[C:35](=[O:39])[C:36]#[C:37][CH3:38])=[N:9][C:10]=2[C:11]2[CH:29]=[CH:28][C:14]([C:15]([NH:17][C:18]3[CH:23]=[C:22]([C:24]([F:25])([F:27])[F:26])[CH:21]=[CH:20][N:19]=3)=[O:16])=[CH:13][CH:12]=2)[CH:5]=[CH:6][N:7]=1. The yield is 0.311. (3) The reactants are [Br:1][C:2]1[CH:3]=[N+:4]([O-])[CH:5]=[CH:6][CH:7]=1.[CH2:9]([N:11](CC)CC)C.C[Si](C#N)(C)C.[OH-].[Na+]. The catalyst is C(#N)C. The product is [Br:1][C:2]1[C:3]([C:9]#[N:11])=[N:4][CH:5]=[CH:6][CH:7]=1. The yield is 0.790. (4) The reactants are [C:1]([CH:5]([CH2:11][C:12]1[CH:17]=[CH:16][C:15]([O:18][CH3:19])=[CH:14][C:13]=1[CH2:20][N:21](C(OC(C)(C)C)=O)C(OC(C)(C)C)=O)[CH2:6][C:7]([O:9][CH3:10])=[O:8])([O:3][CH3:4])=[O:2]. The catalyst is C(Cl)(Cl)Cl.FC(F)(F)C(O)=O. The product is [C:1]([CH:5]([CH2:11][C:12]1[CH:17]=[CH:16][C:15]([O:18][CH3:19])=[CH:14][C:13]=1[CH2:20][NH2:21])[CH2:6][C:7]([O:9][CH3:10])=[O:8])([O:3][CH3:4])=[O:2]. The yield is 1.00. (5) The reactants are Cl.[C:2]1([CH3:10])[CH:7]=[CH:6][CH:5]=[C:4]([NH:8]N)[CH:3]=1.[C:11]([OH:18])(=[O:17])[CH2:12][CH2:13][C:14]([CH3:16])=O.S(=O)(=O)(O)O. The catalyst is O. The product is [CH3:16][C:14]1[NH:8][C:4]2[C:5]([C:13]=1[CH2:12][C:11]([OH:18])=[O:17])=[CH:6][CH:7]=[C:2]([CH3:10])[CH:3]=2. The yield is 0.130. (6) The yield is 0.740. The catalyst is C(COC)OC. The product is [CH2:23]([O:22][C:17]1[C:18]([O:20][CH3:21])=[CH:19][C:14]([CH:4]([NH:5][C:6]2[CH:7]=[CH:8][C:9]([C:12]#[N:13])=[CH:10][CH:11]=2)[CH2:3][OH:2])=[C:15]([N+:30]([O-:32])=[O:31])[CH:16]=1)[C:24]1[CH:25]=[CH:26][CH:27]=[CH:28][CH:29]=1. The reactants are C[O:2][C:3](=O)[CH:4]([C:14]1[CH:19]=[C:18]([O:20][CH3:21])[C:17]([O:22][CH2:23][C:24]2[CH:29]=[CH:28][CH:27]=[CH:26][CH:25]=2)=[CH:16][C:15]=1[N+:30]([O-:32])=[O:31])[NH:5][C:6]1[CH:11]=[CH:10][C:9]([C:12]#[N:13])=[CH:8][CH:7]=1.[BH4-].[Li+].